From a dataset of Full USPTO retrosynthesis dataset with 1.9M reactions from patents (1976-2016). Predict the reactants needed to synthesize the given product. (1) Given the product [CH2:71]([NH:78][C:68]([C@H:33]1[N:32]([C:30]([O:29][C:25]([CH3:28])([CH3:26])[CH3:27])=[O:31])[CH2:37][C@@H:36]([CH2:38][CH2:39][C:40]2[CH:45]=[CH:44][CH:43]=[CH:42][C:41]=2[NH:46][C:47](=[O:67])[C@H:48]([CH:54]([C:61]2[CH:62]=[CH:63][CH:64]=[CH:65][CH:66]=2)[C:55]2[CH:56]=[CH:57][CH:58]=[CH:59][CH:60]=2)[NH:49][C:50]([O:52][CH3:53])=[O:51])[O:35][CH2:34]1)=[O:69])[C:72]1[CH:77]=[CH:76][CH:75]=[CH:74][CH:73]=1, predict the reactants needed to synthesize it. The reactants are: CN(C(ON1N=NC2C=CC=NC1=2)=[N+](C)C)C.F[P-](F)(F)(F)(F)F.[C:25]([O:29][C:30]([N:32]1[CH2:37][C@@H:36]([CH2:38][CH2:39][C:40]2[CH:45]=[CH:44][CH:43]=[CH:42][C:41]=2[NH:46][C:47](=[O:67])[C@H:48]([CH:54]([C:61]2[CH:66]=[CH:65][CH:64]=[CH:63][CH:62]=2)[C:55]2[CH:60]=[CH:59][CH:58]=[CH:57][CH:56]=2)[NH:49][C:50]([O:52][CH3:53])=[O:51])[O:35][CH2:34][C@H:33]1[C:68](O)=[O:69])=[O:31])([CH3:28])([CH3:27])[CH3:26].[CH2:71]([NH2:78])[C:72]1[CH:77]=[CH:76][CH:75]=[CH:74][CH:73]=1.N1C(C)=CC=CC=1C. (2) Given the product [CH3:19][N:13]1[CH2:14][CH2:15][N:10]([C:6]2[CH:7]=[CH:8][CH:9]=[C:4]([N+:1]([O-:3])=[O:2])[CH:5]=2)[C:11](=[O:16])[CH2:12]1, predict the reactants needed to synthesize it. The reactants are: [N+:1]([C:4]1[CH:5]=[C:6]([N:10]2[CH2:15][CH2:14][NH:13][CH2:12][C:11]2=[O:16])[CH:7]=[CH:8][CH:9]=1)([O-:3])=[O:2].C=O.[C:19](O[BH-](OC(=O)C)OC(=O)C)(=O)C.[Na+].